From a dataset of Forward reaction prediction with 1.9M reactions from USPTO patents (1976-2016). Predict the product of the given reaction. (1) The product is: [CH3:16][O:15][C:13]([CH:8]1[CH2:9][CH:10]([OH:12])[CH:11]=[C:7]1[C:5]([O:4][CH3:3])=[O:6])=[O:14]. Given the reactants [BH4-].[Na+].[CH3:3][O:4][C:5]([CH:7]1[CH2:11][C:10](=[O:12])[CH:9]=[C:8]1[C:13]([O:15][CH3:16])=[O:14])=[O:6], predict the reaction product. (2) Given the reactants [Cl:1]C1C=CC=C(C(OO)=[O:9])C=1.[Br:12][C:13]1[C:22]([O:23][CH3:24])=[CH:21][CH:20]=[C:19]2[C:14]=1[CH:15]=[CH:16][N:17]=[CH:18]2.CO, predict the reaction product. The product is: [ClH:1].[Br:12][C:13]1[C:22]([O:23][CH3:24])=[CH:21][CH:20]=[C:19]2[C:14]=1[CH:15]=[CH:16][N+:17]([O-:9])=[CH:18]2.